This data is from Reaction yield outcomes from USPTO patents with 853,638 reactions. The task is: Predict the reaction yield, written as a fraction of the theoretical maximum amount of product (1.0 means a 100% yield; for example, 0.34 means a 34% yield). (1) The reactants are [F:1][C:2]1[CH:3]=[C:4]([C:27]2[C:28]([C:33]#[N:34])=[CH:29][CH:30]=[CH:31][CH:32]=2)[CH:5]=[CH:6][C:7]=1[CH2:8][C:9]1[C:14](=[O:15])[N:13]([C:16]2[CH:21]=[CH:20][C:19]([OH:22])=[CH:18][CH:17]=2)[C:12]([CH3:23])=[N:11][C:10]=1[CH2:24][CH2:25][CH3:26].[C:35](OC=C)(=O)[CH3:36].C(=O)([O-])[O-].[Na+].[Na+].C1(C)C=CC=CC=1. The catalyst is C(OCC)(=O)C.C1CC=CCCC=C1.C1CC=CCCC=C1.[Cl-].[Cl-].[Ir].[Ir]. The product is [F:1][C:2]1[CH:3]=[C:4]([C:27]2[C:28]([C:33]#[N:34])=[CH:29][CH:30]=[CH:31][CH:32]=2)[CH:5]=[CH:6][C:7]=1[CH2:8][C:9]1[C:14](=[O:15])[N:13]([C:16]2[CH:21]=[CH:20][C:19]([O:22][CH:35]=[CH2:36])=[CH:18][CH:17]=2)[C:12]([CH3:23])=[N:11][C:10]=1[CH2:24][CH2:25][CH3:26]. The yield is 0.750. (2) The reactants are [Br:1][C:2]1[S:6][C:5]([NH2:7])=[N:4][C:3]=1[C:8]1[C:13]([CH3:14])=[CH:12][C:11]([O:15][C:16]2[CH:21]=[CH:20][C:19]([O:22][CH3:23])=[CH:18][CH:17]=2)=[CH:10][C:9]=1[CH3:24].C(N(CC)CC)C.Cl.[C:33](Cl)(=[O:40])[C:34]1[CH:39]=[CH:38][N:37]=[CH:36][CH:35]=1. The catalyst is C(Cl)Cl. The product is [Br:1][C:2]1[S:6][C:5]([NH:7][C:33](=[O:40])[C:34]2[CH:39]=[CH:38][N:37]=[CH:36][CH:35]=2)=[N:4][C:3]=1[C:8]1[C:13]([CH3:14])=[CH:12][C:11]([O:15][C:16]2[CH:21]=[CH:20][C:19]([O:22][CH3:23])=[CH:18][CH:17]=2)=[CH:10][C:9]=1[CH3:24]. The yield is 0.990.